This data is from Cav3 T-type calcium channel HTS with 100,875 compounds. The task is: Binary Classification. Given a drug SMILES string, predict its activity (active/inactive) in a high-throughput screening assay against a specified biological target. (1) The compound is Clc1c(c(N(S(=O)(=O)C)CC(=O)N2CCCCCC2)ccc1)C. The result is 0 (inactive). (2) The drug is O=C(N)CN(c1nc(N2CCCCC2)nc(N2CCCCC2)n1)C#N. The result is 0 (inactive). (3) The molecule is S(=O)(=O)(N1CCOCC1)c1ccc(C(=O)NC2CCCC2)cc1. The result is 0 (inactive). (4) The compound is O=C(N1CCN(CC1)c1ccccc1)COC(=O)c1ccc(N(CC)CC)cc1. The result is 0 (inactive). (5) The molecule is Clc1c(C2(OC(CO2)Cn2ccnc2)C)ccc(Cl)c1. The result is 0 (inactive). (6) The compound is O1C(CCC1)CNc1n/c([nH]c2c1cccc2)=C1\C(=O)C(OC)=CC=C1. The result is 0 (inactive). (7) The result is 0 (inactive). The drug is Clc1cc(c2n(CC=C)c(=S)[nH]n2)ccc1.